This data is from Forward reaction prediction with 1.9M reactions from USPTO patents (1976-2016). The task is: Predict the product of the given reaction. (1) Given the reactants [N+:1]([C:4]1[C:5]([CH3:21])=[C:6]2[C:11](=[C:12]([CH3:15])[C:13]=1[CH3:14])[O:10][C:9]([CH2:17][O:18][CH3:19])([CH3:16])[CH2:8][CH:7]2O)([O-:3])=[O:2].C1C=CC=CC=1.C1(C)C=CC(S(O)(=O)=O)=CC=1, predict the reaction product. The product is: [N+:1]([C:4]1[C:5]([CH3:21])=[C:6]2[C:11](=[C:12]([CH3:15])[C:13]=1[CH3:14])[O:10][C:9]([CH2:17][O:18][CH3:19])([CH3:16])[CH:8]=[CH:7]2)([O-:3])=[O:2]. (2) The product is: [N:28]1([C:2]2[CH:7]=[CH:6][C:5]([C:8]3[C:12]4[CH2:13][C:14]5[S:15][CH:16]=[CH:17][C:18]=5[C:11]=4[N:10]([CH2:19][O:20][CH2:21][CH2:22][Si:23]([CH3:26])([CH3:25])[CH3:24])[N:9]=3)=[CH:4][CH:3]=2)[CH2:33][CH2:32][CH2:30][CH2:29]1. Given the reactants Br[C:2]1[CH:7]=[CH:6][C:5]([C:8]2[C:12]3[CH2:13][C:14]4[S:15][CH:16]=[CH:17][C:18]=4[C:11]=3[N:10]([CH2:19][O:20][CH2:21][CH2:22][Si:23]([CH3:26])([CH3:25])[CH3:24])[N:9]=2)=[CH:4][CH:3]=1.C[N:28]1[CH2:33][CH2:32]N[CH2:30][CH2:29]1.C([O-])([O-])=O.[Cs+].[Cs+].CC1(C)C2C(=C(P(C3C=CC=CC=3)C3C=CC=CC=3)C=CC=2)OC2C(P(C3C=CC=CC=3)C3C=CC=CC=3)=CC=CC1=2, predict the reaction product. (3) Given the reactants C(N(CC)CC)C.C(O)=O.[CH2:11]([O:13][C:14](=[O:32])[CH:15]([CH2:19][C:20]1[C:25](Cl)=[CH:24][N:23]=[C:22]([NH:27][C:28](=[O:30])[CH3:29])[C:21]=1[F:31])[C:16](=[O:18])[CH3:17])[CH3:12], predict the reaction product. The product is: [CH2:11]([O:13][C:14](=[O:32])[CH:15]([CH2:19][C:20]1[CH:25]=[CH:24][N:23]=[C:22]([NH:27][C:28](=[O:30])[CH3:29])[C:21]=1[F:31])[C:16](=[O:18])[CH3:17])[CH3:12].